From a dataset of Reaction yield outcomes from USPTO patents with 853,638 reactions. Predict the reaction yield, written as a fraction of the theoretical maximum amount of product (1.0 means a 100% yield; for example, 0.34 means a 34% yield). (1) The reactants are [Na+].[I-:2].C1C(=O)N(Cl)C(=O)C1.[CH2:11]([O:13][C:14]([C:16]1[NH:17][C:18]2[C:23]([CH:24]=1)=[CH:22][C:21]([C:25]1[CH:30]=[CH:29][C:28]([O:31][CH3:32])=[CH:27][CH:26]=1)=[CH:20][CH:19]=2)=[O:15])[CH3:12].[O-]S([O-])(=S)=O.[Na+].[Na+]. The yield is 0.660. The product is [CH2:11]([O:13][C:14]([C:16]1[NH:17][C:18]2[C:23]([C:24]=1[I:2])=[CH:22][C:21]([C:25]1[CH:30]=[CH:29][C:28]([O:31][CH3:32])=[CH:27][CH:26]=1)=[CH:20][CH:19]=2)=[O:15])[CH3:12]. The catalyst is CC(C)=O. (2) The reactants are [CH3:1][N:2]1[C:10]2[CH2:9][CH2:8][CH2:7][CH:6]([C:11]([O:13]C)=[O:12])[C:5]=2[CH:4]=[N:3]1.O[Li].O.Cl. The catalyst is CO.C1COCC1.O. The product is [CH3:1][N:2]1[C:10]2[CH2:9][CH2:8][CH2:7][CH:6]([C:11]([OH:13])=[O:12])[C:5]=2[CH:4]=[N:3]1. The yield is 0.940. (3) The reactants are Br[CH2:2][C:3]1[CH:8]=[CH:7][C:6]([Cl:9])=[C:5]([O:10][CH3:11])[CH:4]=1.[C-:12]#[N:13].[Na+]. The catalyst is C(O)C. The product is [Cl:9][C:6]1[CH:7]=[CH:8][C:3]([CH2:2][C:12]#[N:13])=[CH:4][C:5]=1[O:10][CH3:11]. The yield is 0.480. (4) The reactants are [Br:1][CH2:2][CH2:3][CH2:4][CH2:5][CH2:6][C:7]([CH3:19])([C:13]1[CH:18]=[CH:17][CH:16]=[CH:15][CH:14]=1)[C:8](OCC)=[O:9].[Li+].[BH4-].CO. The catalyst is C(Cl)Cl. The product is [Br:1][CH2:2][CH2:3][CH2:4][CH2:5][CH2:6][C:7]([CH3:19])([C:13]1[CH:14]=[CH:15][CH:16]=[CH:17][CH:18]=1)[CH2:8][OH:9]. The yield is 0.980. (5) The reactants are [CH:1]([N:4](CC)[CH:5](C)C)(C)C.[C:10]([O:14][C:15]([NH:17][C@@H:18]([CH:22]([CH3:24])[CH3:23])[C:19](O)=[O:20])=[O:16])([CH3:13])([CH3:12])[CH3:11].Cl.CN(C)CCCN=C=NCC.CNC. The catalyst is C1COCC1.C(Cl)Cl. The product is [CH3:1][N:4]([CH3:5])[C:19]([C@@H:18]([NH:17][C:15](=[O:16])[O:14][C:10]([CH3:13])([CH3:12])[CH3:11])[CH:22]([CH3:24])[CH3:23])=[O:20]. The yield is 0.536. (6) The reactants are [CH2:1]([N:4]1[C@H:9]([CH3:10])[CH2:8][N:7](C(OCC)=O)[C@@H:6]([CH3:16])[CH2:5]1)[CH:2]=[CH2:3].[OH-].[K+].C(=O)=O.C1(C)C=CC=CC=1. The catalyst is C(O)C. The product is [CH2:1]([N:4]1[CH2:5][C@@H:6]([CH3:16])[NH:7][CH2:8][C@@H:9]1[CH3:10])[CH:2]=[CH2:3]. The yield is 0.690. (7) The reactants are [NH2:1][C:2]1[CH:20]=[CH:19][C:5]([O:6][C:7]2[N:12]=[CH:11][N:10]=[C:9]([NH:13][C:14]([CH:16]3[CH2:18][CH2:17]3)=[O:15])[CH:8]=2)=[CH:4][C:3]=1[CH3:21].[Cl:22][C:23]1[CH:28]=[CH:27][C:26]([N:29]=[C:30]=[O:31])=[CH:25][C:24]=1[C:32]([F:35])([F:34])[F:33]. The catalyst is O1CCCC1.ClCCl. The product is [Cl:22][C:23]1[CH:28]=[CH:27][C:26]([NH:29][C:30]([NH:1][C:2]2[CH:20]=[CH:19][C:5]([O:6][C:7]3[N:12]=[CH:11][N:10]=[C:9]([NH:13][C:14]([CH:16]4[CH2:17][CH2:18]4)=[O:15])[CH:8]=3)=[CH:4][C:3]=2[CH3:21])=[O:31])=[CH:25][C:24]=1[C:32]([F:33])([F:34])[F:35]. The yield is 0.937. (8) The product is [CH3:9][O:10][C:11]1[CH:16]=[C:15]([N:2]2[CH2:7][CH2:6][CH2:5][C@H:4]([OH:8])[CH2:3]2)[CH:14]=[CH:13][C:12]=1[N+:18]([O-:20])=[O:19]. The yield is 0.780. The reactants are Cl.[NH:2]1[CH2:7][CH2:6][CH2:5][C@H:4]([OH:8])[CH2:3]1.[CH3:9][O:10][C:11]1[CH:16]=[C:15](F)[CH:14]=[CH:13][C:12]=1[N+:18]([O-:20])=[O:19].C([O-])([O-])=O.[K+].[K+]. The catalyst is CS(C)=O.C(OCC)C.[Cl-].[Na+]. (9) The reactants are [C:1]([C:3]1[CH:4]=[C:5]([CH:38]=[CH:39][CH:40]=1)[CH2:6][N:7]([CH:17]1[CH2:22][CH2:21][N:20]([CH:23]([CH3:37])[CH2:24][CH2:25][NH:26][C:27](=[O:36])[C:28]2[C:33]([CH3:34])=[CH:32][CH:31]=[CH:30][C:29]=2[CH3:35])[CH2:19][CH2:18]1)[C:8]1[CH:16]=[CH:15][C:11]([C:12]([OH:14])=O)=[CH:10][CH:9]=1)#[N:2].[NH:41]1[CH2:46][CH2:45][NH:44][CH2:43][CH2:42]1. No catalyst specified. The product is [C:1]([C:3]1[CH:4]=[C:5]([CH:38]=[CH:39][CH:40]=1)[CH2:6][N:7]([C:8]1[CH:16]=[CH:15][C:11]([C:12]([N:41]2[CH2:46][CH2:45][NH:44][CH2:43][CH2:42]2)=[O:14])=[CH:10][CH:9]=1)[CH:17]1[CH2:18][CH2:19][N:20]([CH:23]([CH3:37])[CH2:24][CH2:25][NH:26][C:27](=[O:36])[C:28]2[C:33]([CH3:34])=[CH:32][CH:31]=[CH:30][C:29]=2[CH3:35])[CH2:21][CH2:22]1)#[N:2]. The yield is 0.340. (10) The reactants are [CH:1]1([N:8]2[C:12]3[N:13]=[C:14]([NH:17][C:18]4[CH:26]=[CH:25][C:21]([C:22](O)=[O:23])=[CH:20][N:19]=4)[N:15]=[CH:16][C:11]=3[CH:10]=[C:9]2[C:27](=[O:31])[N:28]([CH3:30])[CH3:29])[CH2:7][CH2:6][CH2:5][CH2:4][CH2:3][CH2:2]1.[CH2:32]1[C:35]2([CH2:40][CH2:39][NH:38][CH2:37][CH2:36]2)[CH2:34][N:33]1[C:41]([O:43][C:44]([CH3:47])([CH3:46])[CH3:45])=[O:42]. The product is [CH:1]1([N:8]2[C:12]3[N:13]=[C:14]([NH:17][C:18]4[CH:26]=[CH:25][C:21]([C:22]([N:38]5[CH2:39][CH2:40][C:35]6([CH2:34][N:33]([C:41]([O:43][C:44]([CH3:45])([CH3:46])[CH3:47])=[O:42])[CH2:32]6)[CH2:36][CH2:37]5)=[O:23])=[CH:20][N:19]=4)[N:15]=[CH:16][C:11]=3[CH:10]=[C:9]2[C:27](=[O:31])[N:28]([CH3:30])[CH3:29])[CH2:2][CH2:3][CH2:4][CH2:5][CH2:6][CH2:7]1. No catalyst specified. The yield is 0.184.